Dataset: Catalyst prediction with 721,799 reactions and 888 catalyst types from USPTO. Task: Predict which catalyst facilitates the given reaction. (1) Reactant: [Cl:1][C:2]1[N:6]2[CH:7]=[C:8]([CH:15]3[CH:19]=[CH:18][CH2:17][O:16]3)[CH:9]=[C:10]([C:11]([F:14])([F:13])[F:12])[C:5]2=[N:4][C:3]=1[C:20]([O:22][CH3:23])=[O:21].C1(SC2C=CC=CC=2)C=CC=CC=1.[H][H]. Product: [Cl:1][C:2]1[N:6]2[CH:7]=[C:8]([CH:15]3[CH2:19][CH2:18][CH2:17][O:16]3)[CH:9]=[C:10]([C:11]([F:13])([F:12])[F:14])[C:5]2=[N:4][C:3]=1[C:20]([O:22][CH3:23])=[O:21]. The catalyst class is: 78. (2) Reactant: [F:1][C:2]1[CH:31]=[CH:30][C:5]([CH2:6][C:7]2[C:8]3[CH2:29][S:28][CH2:27][CH2:26][C:9]=3[N:10]=[C:11]([NH:13][C:14]3[CH:19]=[CH:18][C:17]([N:20]4[CH:24]=[CH:23][N:22]=[C:21]4[CH3:25])=[CH:16][CH:15]=3)[N:12]=2)=[CH:4][CH:3]=1.C1C=C(Cl)C=C(C(OO)=[O:40])C=1.O. Product: [F:1][C:2]1[CH:3]=[CH:4][C:5]([CH2:6][C:7]2[C:8]3[CH2:29][S:28](=[O:40])[CH2:27][CH2:26][C:9]=3[N:10]=[C:11]([NH:13][C:14]3[CH:15]=[CH:16][C:17]([N:20]4[CH:24]=[CH:23][N:22]=[C:21]4[CH3:25])=[CH:18][CH:19]=3)[N:12]=2)=[CH:30][CH:31]=1. The catalyst class is: 2. (3) Reactant: [NH2:1][C:2]1[CH:7]=[CH:6][C:5]([C:8]2[CH:9]=[C:10]3[C:14](=[CH:15][CH:16]=2)[C:13](=[O:17])[N:12]([C@@H:18]([CH:23]([CH3:25])[CH3:24])[C:19]([O:21][CH3:22])=[O:20])[CH2:11]3)=[CH:4][CH:3]=1.[F:26][C:27]1[CH:32]=[CH:31][CH:30]=[CH:29][C:28]=1[N:33]=[C:34]=[S:35]. Product: [F:26][C:27]1[CH:32]=[CH:31][CH:30]=[CH:29][C:28]=1[NH:33][C:34](=[S:35])[NH:1][C:2]1[CH:7]=[CH:6][C:5]([C:8]2[CH:9]=[C:10]3[C:14](=[CH:15][CH:16]=2)[C:13](=[O:17])[N:12]([C@@H:18]([CH:23]([CH3:25])[CH3:24])[C:19]([O:21][CH3:22])=[O:20])[CH2:11]3)=[CH:4][CH:3]=1. The catalyst class is: 1. (4) Reactant: [CH3:1][N:2]([N:26]=O)[C:3]1[CH:8]=[CH:7][CH:6]=[C:5]([C:9]2[CH2:13][C:12]([C:18]3[CH:23]=[C:22]([Cl:24])[CH:21]=[C:20]([Cl:25])[CH:19]=3)([C:14]([F:17])([F:16])[F:15])[O:11][N:10]=2)[CH:4]=1.C(O)C.O. Product: [CH3:1][N:2]([C:3]1[CH:8]=[CH:7][CH:6]=[C:5]([C:9]2[CH2:13][C:12]([C:18]3[CH:19]=[C:20]([Cl:25])[CH:21]=[C:22]([Cl:24])[CH:23]=3)([C:14]([F:17])([F:15])[F:16])[O:11][N:10]=2)[CH:4]=1)[NH2:26]. The catalyst class is: 763. (5) Reactant: [CH3:1][C:2]1[CH:3]=[CH:4][C:5]2[O:9][CH:8]=[N:7][C:6]=2[CH:10]=1.[Br:11]N1C(=O)CCC1=O.C(OOC(=O)C1C=CC=CC=1)(=O)C1C=CC=CC=1. Product: [Br:11][CH2:1][C:2]1[CH:3]=[CH:4][C:5]2[O:9][CH:8]=[N:7][C:6]=2[CH:10]=1. The catalyst class is: 53. (6) Reactant: [Br:1][C:2]1[CH:7]=[CH:6][C:5]([C:8](=[N:22][O:23][CH2:24][CH3:25])[CH:9]2[CH2:14][CH2:13][N:12]([C:15]3([CH3:21])[CH2:20][CH2:19][NH:18][CH2:17][CH2:16]3)[CH2:11][CH2:10]2)=[CH:4][CH:3]=1.[OH:26][C:27]1[C:36]2[C:31](=[CH:32][C:33]([C:37]([F:40])([F:39])[F:38])=[CH:34][CH:35]=2)[N:30]=[CH:29][C:28]=1[C:41](O)=[O:42].CCN(CC)CC.CN(C(ON1N=NC2C=CC=NC1=2)=[N+](C)C)C.F[P-](F)(F)(F)(F)F. Product: [Br:1][C:2]1[CH:7]=[CH:6][C:5]([C:8](=[N:22][O:23][CH2:24][CH3:25])[CH:9]2[CH2:10][CH2:11][N:12]([C:15]3([CH3:21])[CH2:20][CH2:19][N:18]([C:41]([C:28]4[CH:29]=[N:30][C:31]5[C:36]([C:27]=4[OH:26])=[CH:35][CH:34]=[C:33]([C:37]([F:40])([F:38])[F:39])[CH:32]=5)=[O:42])[CH2:17][CH2:16]3)[CH2:13][CH2:14]2)=[CH:4][CH:3]=1. The catalyst class is: 3. (7) Reactant: Br[C:2]1[CH:7]=[C:6]([CH3:8])[C:5]([CH:9]([OH:11])[CH3:10])=[C:4]([F:12])[CH:3]=1.[CH3:13][C:14]1([CH3:30])[C:18]([CH3:20])([CH3:19])[O:17][B:16]([B:16]2[O:17][C:18]([CH3:20])([CH3:19])[C:14]([CH3:30])([CH3:13])[O:15]2)[O:15]1.ClCCl.C([O-])(=O)C.[K+]. Product: [F:12][C:4]1[CH:3]=[C:2]([B:16]2[O:17][C:18]([CH3:20])([CH3:19])[C:14]([CH3:30])([CH3:13])[O:15]2)[CH:7]=[C:6]([CH3:8])[C:5]=1[CH:9]([OH:11])[CH3:10]. The catalyst class is: 75. (8) Reactant: [F:1][C:2]1[CH:7]=[CH:6][C:5]([N:8]2[C:12]([C:13]3[CH:18]=[CH:17][CH:16]=[C:15]([CH2:19][O:20][CH2:21][C:22]([F:25])([F:24])[F:23])[CH:14]=3)=[CH:11][C:10]([NH2:26])=[N:9]2)=[CH:4][CH:3]=1.[O:27]=[C:28]1[NH:32][CH2:31][C@@H:30]([C:33](O)=[O:34])[CH2:29]1.CCN=C=NCCCN(C)C.Cl.O. Product: [F:1][C:2]1[CH:7]=[CH:6][C:5]([N:8]2[C:12]([C:13]3[CH:18]=[CH:17][CH:16]=[C:15]([CH2:19][O:20][CH2:21][C:22]([F:24])([F:23])[F:25])[CH:14]=3)=[CH:11][C:10]([NH:26][C:33]([C@H:30]3[CH2:29][C:28](=[O:27])[NH:32][CH2:31]3)=[O:34])=[N:9]2)=[CH:4][CH:3]=1. The catalyst class is: 80. (9) Reactant: [F:1][C:2]1[CH:7]=[CH:6][C:5](/[CH:8]=[CH:9]/[C:10]2[CH:15]=[C:14]([C:16]3[NH:20][C:19]([CH3:21])=[C:18]([C:22]#[N:23])[CH:17]=3)[CH:13]=[CH:12][N:11]=2)=[CH:4][CH:3]=1.C(=O)([O-])[O-:25].[K+].[K+]. Product: [F:1][C:2]1[CH:7]=[CH:6][C:5](/[CH:8]=[CH:9]/[C:10]2[CH:15]=[C:14]([C:16]3[NH:20][C:19]([CH3:21])=[C:18]([C:22]([NH2:23])=[O:25])[CH:17]=3)[CH:13]=[CH:12][N:11]=2)=[CH:4][CH:3]=1. The catalyst class is: 65. (10) Reactant: [C:1]([O:5][C:6](=[O:11])[CH2:7][C:8]([CH3:10])=[O:9])([CH3:4])([CH3:3])[CH3:2].[H-].[Na+].C([Li])CCC.CCCCCC.[I:25][C:26]1[CH:33]=[CH:32][C:29]([CH2:30]Br)=[CH:28][CH:27]=1. Product: [C:1]([O:5][C:6](=[O:11])[CH2:7][C:8](=[O:9])[CH2:10][CH2:30][C:29]1[CH:32]=[CH:33][C:26]([I:25])=[CH:27][CH:28]=1)([CH3:4])([CH3:2])[CH3:3]. The catalyst class is: 7.